This data is from Forward reaction prediction with 1.9M reactions from USPTO patents (1976-2016). The task is: Predict the product of the given reaction. (1) Given the reactants [NH2:1][C:2]1[C:11]([Cl:12])=[CH:10][CH:9]=[C:8]2[C:3]=1[CH:4]=[CH:5][N:6]([C@@H:14]([CH3:18])[C:15]([NH2:17])=[O:16])[C:7]2=[O:13].[F:19][C:20]([F:32])([F:31])[C:21]1[CH:26]=[CH:25][C:24]([CH2:27][C:28](O)=[O:29])=[CH:23][CH:22]=1.C(N(CC)C(C)C)(C)C.F[P-](F)(F)(F)(F)F.C[N+](C)=C(N(C)C)ON1C2N=CC=CC=2N=N1, predict the reaction product. The product is: [Cl:12][C:11]1[C:2]([NH:1][C:28](=[O:29])[CH2:27][C:24]2[CH:23]=[CH:22][C:21]([C:20]([F:31])([F:19])[F:32])=[CH:26][CH:25]=2)=[C:3]2[C:8](=[CH:9][CH:10]=1)[C:7](=[O:13])[N:6]([C@@H:14]([CH3:18])[C:15]([NH2:17])=[O:16])[CH:5]=[CH:4]2. (2) Given the reactants [CH3:1][O:2][C:3](=[O:16])[CH2:4][C:5]1[C:9]2[CH:10]=[C:11]([CH2:14]Br)[CH:12]=[CH:13][C:8]=2[O:7][CH:6]=1.[CH3:17][NH:18][CH3:19], predict the reaction product. The product is: [CH3:1][O:2][C:3](=[O:16])[CH2:4][C:5]1[C:9]2[CH:10]=[C:11]([CH2:14][N:18]([CH3:19])[CH3:17])[CH:12]=[CH:13][C:8]=2[O:7][CH:6]=1. (3) Given the reactants [Br:1][C:2]1[CH:11]=[CH:10][C:9]([CH:12](Br)Br)=[C:8]2[C:3]=1[CH:4]=[CH:5][CH:6]=[N:7]2.CC(C)=[O:17], predict the reaction product. The product is: [Br:1][C:2]1[CH:11]=[CH:10][C:9]([CH:12]=[O:17])=[C:8]2[C:3]=1[CH:4]=[CH:5][CH:6]=[N:7]2. (4) Given the reactants [N:1]([CH:4]1[CH2:23][N:8]2[C:9]3[C:14]([C:15]([CH2:16][C:17]([O:19]CCC)=[O:18])=[C:7]2[CH2:6][CH2:5]1)=[CH:13][CH:12]=[CH:11][CH:10]=3)=[N+:2]=[N-:3].[C:24]([C:26]1[CH:31]=[CH:30][C:29]([F:32])=[CH:28][CH:27]=1)#[CH:25], predict the reaction product. The product is: [F:32][C:29]1[CH:30]=[CH:31][C:26]([C:24]2[N:3]=[N:2][N:1]([CH:4]3[CH2:23][N:8]4[C:9]5[C:14]([C:15]([CH2:16][C:17]([OH:19])=[O:18])=[C:7]4[CH2:6][CH2:5]3)=[CH:13][CH:12]=[CH:11][CH:10]=5)[CH:25]=2)=[CH:27][CH:28]=1.